Dataset: Catalyst prediction with 721,799 reactions and 888 catalyst types from USPTO. Task: Predict which catalyst facilitates the given reaction. (1) Product: [CH3:10][O:9][C:3](=[O:8])[CH:4]=[C:5]([OH:6])[CH2:7][CH:35]([C:24]1[N:25]([CH:32]([CH3:34])[CH3:33])[C:26]2[C:31]([C:23]=1[C:20]1[CH:21]=[CH:22][C:17]([F:16])=[CH:18][CH:19]=1)=[CH:30][CH:29]=[CH:28][CH:27]=2)[OH:36]. The catalyst class is: 1. Reactant: [H-].[Na+].[C:3]([O:9][CH3:10])(=[O:8])[CH2:4][C:5]([CH3:7])=[O:6].C([Li])CCC.[F:16][C:17]1[CH:22]=[CH:21][C:20]([C:23]2[C:31]3[C:26](=[CH:27][CH:28]=[CH:29][CH:30]=3)[N:25]([CH:32]([CH3:34])[CH3:33])[C:24]=2[CH:35]=[O:36])=[CH:19][CH:18]=1. (2) Reactant: [Cl:1][C:2]1[CH:7]=[CH:6][C:5]([N:8]=[C:9]=[O:10])=[CH:4][C:3]=1[C:11]([F:14])([F:13])[F:12].[NH2:15][C:16]1[CH:17]=[C:18]([C:22]2[CH:30]=[C:29]3[C:25]([C:26]([C:39]4[CH:44]=[CH:43][C:42]([O:45][CH3:46])=[CH:41][CH:40]=4)=[CH:27][N:28]3[C:31]3[N:36]=[CH:35][N:34]=[C:33]([NH:37][CH3:38])[CH:32]=3)=[CH:24][CH:23]=2)[CH:19]=[CH:20][CH:21]=1. Product: [Cl:1][C:2]1[CH:7]=[CH:6][C:5]([NH:8][C:9]([NH:15][C:16]2[CH:21]=[CH:20][CH:19]=[C:18]([C:22]3[CH:30]=[C:29]4[C:25]([C:26]([C:39]5[CH:40]=[CH:41][C:42]([O:45][CH3:46])=[CH:43][CH:44]=5)=[CH:27][N:28]4[C:31]4[CH:32]=[C:33]([NH:37][CH3:38])[N:34]=[CH:35][N:36]=4)=[CH:24][CH:23]=3)[CH:17]=2)=[O:10])=[CH:4][C:3]=1[C:11]([F:12])([F:13])[F:14]. The catalyst class is: 1. (3) Reactant: [NH2:1][C:2]1[CH:7]=[N:6][CH:5]=[CH:4][N:3]=1.[C:8]1([CH3:18])[CH:13]=[CH:12][C:11]([S:14](Cl)(=[O:16])=[O:15])=[CH:10][CH:9]=1. Product: [CH3:18][C:8]1[CH:13]=[CH:12][C:11]([S:14](/[N:1]=[C:2]2/[NH:3][CH:4]=[CH:5][N:6]=[CH:7]/2)(=[O:16])=[O:15])=[CH:10][CH:9]=1. The catalyst class is: 17. (4) Reactant: [F:1][C:2]([F:20])([F:19])[C:3]1[CH:8]=[CH:7][C:6]([C:9]2[C:18]3[C:13](=[CH:14][CH:15]=[CH:16][CH:17]=3)[CH2:12][CH2:11][N:10]=2)=[CH:5][CH:4]=1.[BH4-].[Na+]. Product: [F:20][C:2]([F:1])([F:19])[C:3]1[CH:4]=[CH:5][C:6]([CH:9]2[C:18]3[C:13](=[CH:14][CH:15]=[CH:16][CH:17]=3)[CH2:12][CH2:11][NH:10]2)=[CH:7][CH:8]=1. The catalyst class is: 5. (5) Reactant: C1C=C(Cl)C=C(C(OO)=[O:9])C=1.[Si:12]([O:19][CH2:20][C:21]([CH3:63])([CH3:62])[CH2:22][N:23]1[CH:32]=[C:31]([S:33][CH:34]2[CH2:39][CH2:38][N:37]([C:40]([O:42][C:43]([CH3:46])([CH3:45])[CH3:44])=[O:41])[CH2:36][CH2:35]2)[C:30]2[C:25](=[CH:26][CH:27]=[C:28]([C:47]3[CH:52]=[C:51]([C:53](=[O:58])[NH:54][CH:55]4[CH2:57][CH2:56]4)[CH:50]=[C:49]([F:59])[C:48]=3[CH3:60])[CH:29]=2)[C:24]1=[O:61])([C:15]([CH3:18])([CH3:17])[CH3:16])([CH3:14])[CH3:13]. Product: [Si:12]([O:19][CH2:20][C:21]([CH3:63])([CH3:62])[CH2:22][N:23]1[CH:32]=[C:31]([S:33]([CH:34]2[CH2:39][CH2:38][N:37]([C:40]([O:42][C:43]([CH3:46])([CH3:45])[CH3:44])=[O:41])[CH2:36][CH2:35]2)=[O:9])[C:30]2[C:25](=[CH:26][CH:27]=[C:28]([C:47]3[CH:52]=[C:51]([C:53](=[O:58])[NH:54][CH:55]4[CH2:56][CH2:57]4)[CH:50]=[C:49]([F:59])[C:48]=3[CH3:60])[CH:29]=2)[C:24]1=[O:61])([C:15]([CH3:16])([CH3:17])[CH3:18])([CH3:13])[CH3:14]. The catalyst class is: 2. (6) Reactant: [CH2:1]([C:3]1[CH:8]=[CH:7][CH:6]=[CH:5][C:4]=1[CH2:9]O)[CH3:2].P(Br)(Br)[Br:12].[OH-].[K+]. Product: [Br:12][CH2:9][C:4]1[CH:5]=[CH:6][CH:7]=[CH:8][C:3]=1[CH2:1][CH3:2]. The catalyst class is: 28. (7) Reactant: [OH:1][C:2]1[CH:7]=[CH:6][N:5]=[CH:4][CH:3]=1.[CH2:8]([CH:10]1[CH2:15][CH2:14][CH:13](O)[CH2:12][CH2:11]1)[CH3:9].C1C=CC(P(C2C=CC=CC=2)C2C=CC=CC=2)=CC=1.CC(OC(/N=N/C(OC(C)C)=O)=O)C. Product: [CH2:8]([CH:10]1[CH2:15][CH2:14][CH:13]([O:1][C:2]2[CH:7]=[CH:6][N:5]=[CH:4][CH:3]=2)[CH2:12][CH2:11]1)[CH3:9]. The catalyst class is: 1. (8) Reactant: [CH2:1]([C:5]1[C:9]([CH2:10][O:11][C:12]2[CH:20]=[CH:19][C:15]([C:16]([OH:18])=O)=[CH:14][N:13]=2)=[C:8]([CH3:21])[O:7][N:6]=1)[CH2:2][CH2:3][CH3:4].[CH3:22][CH:23]([NH2:28])[C:24]([F:27])([F:26])[F:25].F[B-](F)(F)F.N1(OC(N(C)C)=[N+](C)C)C2C=CC=CC=2N=N1.C(N(CC)C(C)C)(C)C. Product: [CH2:1]([C:5]1[C:9]([CH2:10][O:11][C:12]2[CH:20]=[CH:19][C:15]([C:16]([NH:28][C@@H:23]([CH3:22])[C:24]([F:27])([F:26])[F:25])=[O:18])=[CH:14][N:13]=2)=[C:8]([CH3:21])[O:7][N:6]=1)[CH2:2][CH2:3][CH3:4]. The catalyst class is: 3.